This data is from Catalyst prediction with 721,799 reactions and 888 catalyst types from USPTO. The task is: Predict which catalyst facilitates the given reaction. (1) Reactant: [CH3:1][S:2][C:3]1[CH:8]=[C:7]([C:9]2[CH:14]=[CH:13][C:12]([CH3:15])=[CH:11][CH:10]=2)O[C:5](=O)[C:4]=1[C:17]([O:19][CH3:20])=[O:18].[C:21]1([N:27]2[CH:35]=[C:34]3[C:29]([CH2:30][CH2:31][CH2:32]C3=O)=[N:28]2)[CH:26]=[CH:25][CH:24]=[CH:23][CH:22]=1.[OH-].[K+].Cl. Product: [CH3:1][S:2][C:3]1[CH:8]=[C:7]([C:9]2[CH:14]=[CH:13][C:12]([CH3:15])=[CH:11][CH:10]=2)[C:32]2[CH2:31][CH2:30][C:29]3[C:34](=[CH:35][N:27]([C:21]4[CH:26]=[CH:25][CH:24]=[CH:23][CH:22]=4)[N:28]=3)[C:5]=2[C:4]=1[C:17]([O:19][CH3:20])=[O:18]. The catalyst class is: 3. (2) Reactant: C(OC(=O)[NH:7][C@H:8]([C:10]1[N:14]([C:15]2[CH:20]=[CH:19][CH:18]=[CH:17][CH:16]=2)[C:13]2[C:21]([O:26][CH3:27])=[C:22]([F:25])[CH:23]=[CH:24][C:12]=2[N:11]=1)[CH3:9])(C)(C)C.[ClH:29]. Product: [ClH:29].[ClH:29].[F:25][C:22]1[CH:23]=[CH:24][C:12]2[N:11]=[C:10]([C@@H:8]([NH2:7])[CH3:9])[N:14]([C:15]3[CH:20]=[CH:19][CH:18]=[CH:17][CH:16]=3)[C:13]=2[C:21]=1[O:26][CH3:27]. The catalyst class is: 71. (3) Reactant: [Cl:1][C:2]1[CH:7]=[C:6]([O:8][C:9]2[CH:14]=[CH:13][C:12]([N:15]=[C:16]=[O:17])=[CH:11][CH:10]=2)[N:5]=[CH:4][N:3]=1.[CH:18]([N:21]1[CH2:26][CH2:25][N:24]([CH2:27][C:28]2[CH:34]=[CH:33][C:31]([NH2:32])=[CH:30][C:29]=2[C:35]([F:38])([F:37])[F:36])[CH2:23][CH2:22]1)([CH3:20])[CH3:19]. Product: [Cl:1][C:2]1[N:3]=[CH:4][N:5]=[C:6]([O:8][C:9]2[CH:10]=[CH:11][C:12]([NH:15][C:16]([NH:32][C:31]3[CH:33]=[CH:34][C:28]([CH2:27][N:24]4[CH2:23][CH2:22][N:21]([CH:18]([CH3:20])[CH3:19])[CH2:26][CH2:25]4)=[C:29]([C:35]([F:38])([F:37])[F:36])[CH:30]=3)=[O:17])=[CH:13][CH:14]=2)[CH:7]=1. The catalyst class is: 116. (4) Reactant: [Cl:1][C:2]1[CH:3]=[C:4]2[C:9](=[CH:10][C:11]=1[O:12][C:13]1[CH:21]=[CH:20][C:16]([C:17](O)=[O:18])=[CH:15][CH:14]=1)[O:8][CH2:7][CH2:6][CH:5]2[C:22]([O:24][CH2:25][CH3:26])=[O:23].C(Cl)(=O)C(Cl)=O.[Cl:33][C:34]1[C:35]([CH2:41][CH2:42][NH2:43])=[N:36][CH:37]=[C:38]([Cl:40])[CH:39]=1.CCN(C(C)C)C(C)C. Product: [Cl:1][C:2]1[CH:3]=[C:4]2[C:9](=[CH:10][C:11]=1[O:12][C:13]1[CH:14]=[CH:15][C:16]([C:17](=[O:18])[NH:43][CH2:42][CH2:41][C:35]3[C:34]([Cl:33])=[CH:39][C:38]([Cl:40])=[CH:37][N:36]=3)=[CH:20][CH:21]=1)[O:8][CH2:7][CH2:6][CH:5]2[C:22]([O:24][CH2:25][CH3:26])=[O:23]. The catalyst class is: 59. (5) Reactant: [CH2:1]([O:5][CH2:6][CH2:7][O:8][C:9]1[CH:14]=[CH:13][C:12]([C:15]2[CH:16]=[CH:17][C:18]3[N:25]([CH2:26][CH:27]([CH3:29])[CH3:28])[CH2:24][CH2:23][CH2:22][C:21]([C:30]([NH:32][C:33]4[CH:38]=[CH:37][C:36]([S:39]([CH2:41][C:42]5[N:46]([CH2:47][CH2:48][CH3:49])[CH:45]=[N:44][CH:43]=5)=[O:40])=[CH:35][CH:34]=4)=[O:31])=[CH:20][C:19]=3[CH:50]=2)=[CH:11][CH:10]=1)[CH2:2][CH2:3][CH3:4].[C:51]([OH:56])(=[O:55])[C:52]([OH:54])=[O:53]. Product: [CH2:1]([O:5][CH2:6][CH2:7][O:8][C:9]1[CH:14]=[CH:13][C:12]([C:15]2[CH:16]=[CH:17][C:18]3[N:25]([CH2:26][CH:27]([CH3:28])[CH3:29])[CH2:24][CH2:23][CH2:22][C:21]([C:30]([NH:32][C:33]4[CH:34]=[CH:35][C:36]([S:39]([CH2:41][C:42]5[N:46]([CH2:47][CH2:48][CH3:49])[CH:45]=[N:44][CH:43]=5)=[O:40])=[CH:37][CH:38]=4)=[O:31])=[CH:20][C:19]=3[CH:50]=2)=[CH:11][CH:10]=1)[CH2:2][CH2:3][CH3:4].[C:51]([O-:56])(=[O:55])[C:52]([O-:54])=[O:53]. The catalyst class is: 336. (6) Reactant: Cl[C:2]1[CH:7]=[CH:6][N:5]=[C:4]2[CH:8]=[C:9]([C:11]3[CH:12]=[C:13]([CH:15]=[CH:16][CH:17]=3)[NH2:14])[O:10][C:3]=12.[O:18]([C:25]1[CH:30]=[CH:29][C:28]([OH:31])=[CH:27][CH:26]=1)[C:19]1[CH:24]=[CH:23][CH:22]=[CH:21][CH:20]=1.C(=O)([O-])[O-].[Cs+].[Cs+].O. Product: [O:18]([C:25]1[CH:26]=[CH:27][C:28]([O:31][C:2]2[CH:7]=[CH:6][N:5]=[C:4]3[CH:8]=[C:9]([C:11]4[CH:12]=[C:13]([CH:15]=[CH:16][CH:17]=4)[NH2:14])[O:10][C:3]=23)=[CH:29][CH:30]=1)[C:19]1[CH:20]=[CH:21][CH:22]=[CH:23][CH:24]=1. The catalyst class is: 163. (7) Reactant: [F:1][C:2]1[CH:7]=[CH:6][CH:5]=[CH:4][C:3]=1[N:8]([C:20](=O)[C@@H:21]([NH:24][C:25](=[O:31])[O:26][C:27]([CH3:30])([CH3:29])[CH3:28])[CH2:22][CH3:23])[C:9](=[O:19])[C:10]1[CH:15]=[CH:14][CH:13]=[CH:12][C:11]=1[N+:16]([O-])=O. Product: [F:1][C:2]1[CH:7]=[CH:6][CH:5]=[CH:4][C:3]=1[N:8]1[C:9](=[O:19])[C:10]2[C:11](=[CH:12][CH:13]=[CH:14][CH:15]=2)[N:16]=[C:20]1[C@@H:21]([NH:24][C:25](=[O:31])[O:26][C:27]([CH3:30])([CH3:29])[CH3:28])[CH2:22][CH3:23]. The catalyst class is: 183. (8) Product: [CH3:24][C:25]1[N:26]([CH2:30][CH2:31][NH2:32])[CH:27]=[CH:28][N:29]=1. Reactant: N1(CCNC(=O)/C=C/C2C=CC=CC=2F)C2C=CC=CC=2N=C1.[CH3:24][C:25]1[N:26]([CH2:30][CH2:31][N:32]2C(=O)C3C(=CC=CC=3)C2=O)[CH:27]=[CH:28][N:29]=1.O.NN. The catalyst class is: 8. (9) Reactant: [H-].[Na+].[NH:3]1[CH:7]=[CH:6][CH:5]=[N:4]1.[Cl:8][C:9]1[CH:40]=[CH:39][CH:38]=[CH:37][C:10]=1[CH2:11][N:12]([CH3:36])[C:13]([C:15]1[N:16]=[N:17][N:18]([CH2:21][C:22]2[CH:27]=[C:26]([C:28]([F:31])([F:30])[F:29])[CH:25]=[C:24]([C:32]([F:35])([F:34])[F:33])[CH:23]=2)[C:19]=1Cl)=[O:14].O. Product: [Cl:8][C:9]1[CH:40]=[CH:39][CH:38]=[CH:37][C:10]=1[CH2:11][N:12]([CH3:36])[C:13]([C:15]1[N:16]=[N:17][N:18]([CH2:21][C:22]2[CH:27]=[C:26]([C:28]([F:31])([F:29])[F:30])[CH:25]=[C:24]([C:32]([F:35])([F:33])[F:34])[CH:23]=2)[C:19]=1[N:3]1[CH:7]=[CH:6][CH:5]=[N:4]1)=[O:14]. The catalyst class is: 1.